This data is from Forward reaction prediction with 1.9M reactions from USPTO patents (1976-2016). The task is: Predict the product of the given reaction. Given the reactants [C:1]1([N:7]2[CH2:12][CH2:11][NH:10][CH2:9][CH2:8]2)[CH:6]=[CH:5][CH:4]=[CH:3][CH:2]=1.[CH2:13]1[CH2:19][S:16](=[O:18])(=[O:17])[O:15][CH2:14]1, predict the reaction product. The product is: [C:1]1([N:7]2[CH2:12][CH2:11][N:10]([CH2:14][CH2:13][CH2:19][S:16]([OH:18])(=[O:17])=[O:15])[CH2:9][CH2:8]2)[CH:6]=[CH:5][CH:4]=[CH:3][CH:2]=1.